Dataset: Reaction yield outcomes from USPTO patents with 853,638 reactions. Task: Predict the reaction yield, written as a fraction of the theoretical maximum amount of product (1.0 means a 100% yield; for example, 0.34 means a 34% yield). (1) The reactants are C(OC([N:8]1[CH2:12][C@@H:11]([CH2:13][O:14][CH3:15])[CH2:10][C@H:9]1[C:16]1[NH:20][C:19]2[C:21]3[C:26]([CH:27]=[CH:28][C:18]=2[N:17]=1)=[CH:25][C:24]1[C:29]2[C:34]([CH2:35][O:36][C:23]=1[CH:22]=3)=[CH:33][C:32]([C:37]1[CH:38]=[CH:39][C:40]3[N:44]=[C:43]([C@@H:45]4[CH2:49][CH2:48][CH2:47][N:46]4[C:50](=[O:60])[C@@H:51]([NH:55][C:56]([O:58][CH3:59])=[O:57])[CH:52]([CH3:54])[CH3:53])[NH:42][C:41]=3[CH:61]=1)=[CH:31][CH:30]=2)=O)(C)(C)C.Cl.[CH3:63][O:64][C:65]([NH:67][C@@H:68]([CH:72]([CH3:74])[CH3:73])[C:69](O)=[O:70])=[O:66].CN(C(ON1N=NC2C=CC=NC1=2)=[N+](C)C)C.F[P-](F)(F)(F)(F)F.C(N(C(C)C)CC)(C)C. The catalyst is CN(C=O)C.C(OCC)(=O)C.C(O)C. The product is [CH3:59][O:58][C:56]([NH:55][C@@H:51]([CH:52]([CH3:53])[CH3:54])[C:50]([N:46]1[CH2:47][CH2:48][CH2:49][C@H:45]1[C:43]1[NH:42][C:41]2[CH:61]=[C:37]([C:32]3[CH:33]=[C:34]4[CH2:35][O:36][C:23]5[CH:22]=[C:21]6[C:26]([CH:27]=[CH:28][C:18]7[N:17]=[C:16]([C@@H:9]8[CH2:10][C@H:11]([CH2:13][O:14][CH3:15])[CH2:12][N:8]8[C@@:68]([NH:67][C:65](=[O:66])[O:64][CH3:63])([CH:72]([CH3:74])[CH3:73])[CH:69]=[O:70])[NH:20][C:19]=76)=[CH:25][C:24]=5[C:29]4=[CH:30][CH:31]=3)[CH:38]=[CH:39][C:40]=2[N:44]=1)=[O:60])=[O:57]. The yield is 0.400. (2) The reactants are [Cl:1][C:2]1[CH:3]=[C:4]([CH:41]=[CH:42][CH:43]=1)[CH2:5][N:6]1[CH2:39][C:11]2[CH:12]=[C:13]3[C:17](=[CH:18][C:10]=2[NH:9][C:8](=[O:40])[CH2:7]1)[N:16]([C:19]([C:32]1[CH:37]=[CH:36][CH:35]=[CH:34][CH:33]=1)([C:26]1[CH:31]=[CH:30][CH:29]=[CH:28][CH:27]=1)[C:20]1[CH:25]=[CH:24][CH:23]=[CH:22][CH:21]=1)[N:15]=[C:14]3Br.B(O)(O)[C:45]1[CH:50]=[N:49][C:48]([O:51][CH3:52])=[N:47][CH:46]=1.C([O-])([O-])=O.[K+].[K+]. The catalyst is O1CCOCC1.O.C1C=CC(P(C2C=CC=CC=2)[C-]2C=CC=C2)=CC=1.C1C=CC(P(C2C=CC=CC=2)[C-]2C=CC=C2)=CC=1.Cl[Pd]Cl.[Fe+2]. The product is [Cl:1][C:2]1[CH:3]=[C:4]([CH:41]=[CH:42][CH:43]=1)[CH2:5][N:6]1[CH2:39][C:11]2[CH:12]=[C:13]3[C:17](=[CH:18][C:10]=2[NH:9][C:8](=[O:40])[CH2:7]1)[N:16]([C:19]([C:32]1[CH:37]=[CH:36][CH:35]=[CH:34][CH:33]=1)([C:26]1[CH:31]=[CH:30][CH:29]=[CH:28][CH:27]=1)[C:20]1[CH:25]=[CH:24][CH:23]=[CH:22][CH:21]=1)[N:15]=[C:14]3[C:45]1[CH:46]=[N:47][C:48]([O:51][CH3:52])=[N:49][CH:50]=1. The yield is 0.760. (3) The reactants are [C:1](=O)([O-])[O-].[Na+].[Na+].O.[NH2:8][CH2:9][CH2:10][CH2:11][OH:12].[C:13](O[C:13]([O:15][C:16]([CH3:19])([CH3:18])[CH3:17])=[O:14])([O:15][C:16]([CH3:19])([CH3:18])[CH3:17])=[O:14]. The catalyst is C1COCC1.CO.C(Cl)(Cl)Cl. The product is [OH:12][CH2:11][CH2:10][CH2:9][N:8]([CH3:1])[C:13](=[O:14])[O:15][C:16]([CH3:19])([CH3:18])[CH3:17]. The yield is 1.00.